This data is from Catalyst prediction with 721,799 reactions and 888 catalyst types from USPTO. The task is: Predict which catalyst facilitates the given reaction. (1) Reactant: C([O:5][C:6]([N:8]1[CH2:17][CH2:16][C:15]2[C:10](=[C:11]([CH:22]=[C:23]3[C:27](=[O:28])[N:26]([C:29]4[CH:34]=[CH:33][CH:32]=[CH:31][CH:30]=4)[NH:25][C:24]3=[O:35])[CH:12]=[CH:13][C:14]=2[O:18][CH2:19][CH2:20][CH3:21])[CH2:9]1)=[O:7])(C)(C)C.Cl.C(OCC)C. Product: [CH:6]([OH:7])=[O:5].[C:29]1([N:26]2[C:27](=[O:28])[C:23](=[CH:22][C:11]3[CH:12]=[CH:13][C:14]([O:18][CH2:19][CH2:20][CH3:21])=[C:15]4[C:10]=3[CH2:9][NH:8][CH2:17][CH2:16]4)[C:24](=[O:35])[NH:25]2)[CH:30]=[CH:31][CH:32]=[CH:33][CH:34]=1. The catalyst class is: 1. (2) Product: [S:12]1[C:16]2[CH:17]=[CH:18][CH:19]=[C:20]([O:21][C:2]3[CH:7]=[CH:6][C:5]([NH2:8])=[CH:4][C:3]=3[F:11])[C:15]=2[CH:14]=[N:13]1. The catalyst class is: 9. Reactant: F[C:2]1[CH:7]=[CH:6][C:5]([N+:8]([O-])=O)=[CH:4][C:3]=1[F:11].[S:12]1[C:16]2=[CH:17][CH:18]=[CH:19][C:20]([OH:21])=[C:15]2[CH:14]=[N:13]1.C(=O)([O-])[O-].[K+].[K+].O. (3) The catalyst class is: 138. Reactant: [NH2:1][CH2:2][CH2:3][C:4]1[N:8]([C@@H:9]2[CH2:18][C:17]3[C:12](=[C:13]([F:20])[CH:14]=[C:15]([F:19])[CH:16]=3)[O:11][CH2:10]2)[C:7](=[S:21])[NH:6][CH:5]=1.[CH:22](=O)[C:23]1[CH:28]=[CH:27][CH:26]=[CH:25][CH:24]=1.C([BH3-])#N.[Na+]. Product: [CH2:22]([NH:1][CH2:2][CH2:3][C:4]1[N:8]([C@@H:9]2[CH2:18][C:17]3[C:12](=[C:13]([F:20])[CH:14]=[C:15]([F:19])[CH:16]=3)[O:11][CH2:10]2)[C:7](=[S:21])[NH:6][CH:5]=1)[C:23]1[CH:28]=[CH:27][CH:26]=[CH:25][CH:24]=1. (4) Reactant: Br[CH2:2][CH2:3][C@@:4]1([CH3:17])[C:9]([O:10][CH3:11])=[N:8][C@H:7]([CH:12]([CH3:14])[CH3:13])[C:6]([O:15][CH3:16])=[N:5]1.[NH:18]1[CH2:22][CH2:21][CH2:20][CH2:19]1. Product: [CH:12]([C@@H:7]1[C:6]([O:15][CH3:16])=[N:5][C@@:4]([CH3:17])([CH2:3][CH2:2][N:18]2[CH2:22][CH2:21][CH2:20][CH2:19]2)[C:9]([O:10][CH3:11])=[N:8]1)([CH3:14])[CH3:13]. The catalyst class is: 251.